This data is from Full USPTO retrosynthesis dataset with 1.9M reactions from patents (1976-2016). The task is: Predict the reactants needed to synthesize the given product. (1) Given the product [C:40]([O:39][C:37]([NH:36][C@@H:31]([CH2:30][CH2:29][CH2:28][CH2:27][NH:26][C:23]([C@H:21]1[CH2:22][C@@H:20]1[C:18]([C:13]1[CH:14]=[CH:15][C:16]([Cl:17])=[C:11]([Cl:10])[CH:12]=1)=[O:19])=[O:25])[C:32]([O:34][CH3:35])=[O:33])=[O:38])([CH3:43])([CH3:42])[CH3:41], predict the reactants needed to synthesize it. The reactants are: C(N(C(C)C)CC)(C)C.[Cl:10][C:11]1[CH:12]=[C:13]([C:18]([C@H:20]2[CH2:22][C@@H:21]2[C:23]([OH:25])=O)=[O:19])[CH:14]=[CH:15][C:16]=1[Cl:17].[NH2:26][CH2:27][CH2:28][CH2:29][CH2:30][C@@H:31]([NH:36][C:37]([O:39][C:40]([CH3:43])([CH3:42])[CH3:41])=[O:38])[C:32]([O:34][CH3:35])=[O:33].CN(C(ON1N=NC2C=CC=NC1=2)=[N+](C)C)C.F[P-](F)(F)(F)(F)F. (2) Given the product [C:3]([O:7][C:8]([N:10]1[CH2:15][CH2:14][CH:13]([C:16]2[CH:21]=[CH:20][C:19]([NH:22][S:36]([C:33]3[S:32][C:31]4[CH:40]=[CH:41][C:28]([F:27])=[CH:29][C:30]=4[C:34]=3[CH3:35])(=[O:38])=[O:37])=[C:18]([S:23]([CH3:26])(=[O:25])=[O:24])[CH:17]=2)[CH2:12][CH2:11]1)=[O:9])([CH3:6])([CH3:5])[CH3:4].[CH3:35][C:34]1[C:30]2[CH:29]=[CH:28][CH:41]=[CH:40][C:31]=2[S:32][C:33]=1[S:36]([Cl:39])(=[O:37])=[O:38], predict the reactants needed to synthesize it. The reactants are: [H-].[Na+].[C:3]([O:7][C:8]([N:10]1[CH2:15][CH2:14][CH:13]([C:16]2[CH:21]=[CH:20][C:19]([NH2:22])=[C:18]([S:23]([CH3:26])(=[O:25])=[O:24])[CH:17]=2)[CH2:12][CH2:11]1)=[O:9])([CH3:6])([CH3:5])[CH3:4].[F:27][C:28]1[CH:41]=[CH:40][C:31]2[S:32][C:33]([S:36]([Cl:39])(=[O:38])=[O:37])=[C:34]([CH3:35])[C:30]=2[CH:29]=1. (3) Given the product [CH2:39]([N:24]([CH2:22][CH3:23])[CH2:25][CH2:26][NH:27][C:28]([C:30]1[C:34]([CH3:35])=[C:33]([CH:36]=[C:12]2[C:11]3[C:15](=[CH:16][CH:17]=[CH:18][C:10]=3[C:7]3[CH:6]=[CH:5][C:4]([O:3][C:2]([F:1])([F:20])[F:21])=[CH:9][CH:8]=3)[NH:14][C:13]2=[O:19])[NH:32][C:31]=1[CH3:38])=[O:29])[CH3:40], predict the reactants needed to synthesize it. The reactants are: [F:1][C:2]([F:21])([F:20])[O:3][C:4]1[CH:9]=[CH:8][C:7]([C:10]2[CH:18]=[CH:17][CH:16]=[C:15]3[C:11]=2[CH2:12][C:13](=[O:19])[NH:14]3)=[CH:6][CH:5]=1.[CH2:22]([N:24]([CH2:39][CH3:40])[CH2:25][CH2:26][NH:27][C:28]([C:30]1[C:34]([CH3:35])=[C:33]([CH:36]=O)[NH:32][C:31]=1[CH3:38])=[O:29])[CH3:23]. (4) Given the product [CH3:1][C:2]1([CH3:19])[CH2:7][C:6]([CH3:8])([CH3:9])[CH2:5][CH:4]([NH:10][NH:11][C:12]([O:14][C:15]([CH3:18])([CH3:17])[CH3:16])=[O:13])[CH2:3]1, predict the reactants needed to synthesize it. The reactants are: [CH3:1][C:2]1([CH3:19])[CH2:7][C:6]([CH3:9])([CH3:8])[CH2:5][C:4](=[N:10][NH:11][C:12]([O:14][C:15]([CH3:18])([CH3:17])[CH3:16])=[O:13])[CH2:3]1. (5) Given the product [F:8][C:9]1[CH:10]=[C:11]([NH:15][C:16]([N:45]2[CH2:46][C:43]([CH2:42][O:41][C:36]3[CH:35]=[CH:34][C:33]4[C:38](=[CH:39][CH:40]=[C:31]([O:30][CH3:29])[CH:32]=4)[CH:37]=3)([C:47]([OH:49])=[O:48])[CH2:44]2)=[O:17])[CH:12]=[CH:13][CH:14]=1, predict the reactants needed to synthesize it. The reactants are: C(N(CC)CC)C.[F:8][C:9]1[CH:14]=[CH:13][CH:12]=[C:11]([N:15]=[C:16]=[O:17])[CH:10]=1.S(C1C=CC(C)=CC=1)(O)(=O)=O.[CH3:29][O:30][C:31]1[CH:32]=[C:33]2[C:38](=[CH:39][CH:40]=1)[CH:37]=[C:36]([O:41][CH2:42][C:43]1([C:47]([O:49]CC)=[O:48])[CH2:46][NH:45][CH2:44]1)[CH:35]=[CH:34]2. (6) Given the product [CH3:11][O:10][C:8]1[CH:9]=[C:3]([O:2][CH3:1])[CH:4]=[C:5]2[C:7]=1[C:14]([C:16]1[CH:21]=[CH:20][C:19]([OH:22])=[C:18]([OH:23])[C:25]=1[OH:28])=[CH:13][N:6]2[CH2:13][C:14]([C:16]1[CH:21]=[CH:20][C:19]([OH:22])=[C:18]([OH:23])[C:17]=1[OH:24])=[O:15], predict the reactants needed to synthesize it. The reactants are: [CH3:1][O:2][C:3]1[CH:4]=[C:5]([CH:7]=[C:8]([O:10][CH3:11])[CH:9]=1)[NH2:6].Br[CH2:13][C:14]([C:16]1[CH:21]=[CH:20][C:19]([OH:22])=[C:18]([OH:23])[C:17]=1[OH:24])=[O:15].[C:25](=[O:28])(O)[O-].[Na+]. (7) Given the product [CH:14](/[CH:15]1[CH2:17][CH:16]1[CH:31]([OH:30])[CH3:32])=[CH:13]\[CH2:12][CH2:11][CH2:10][CH3:9], predict the reactants needed to synthesize it. The reactants are: C[Mg]Cl.O1CCCC1.[CH:9](=O)/[CH:10]=[CH:11]/[CH:12]=[CH:13]/[CH2:14][CH2:15][CH2:16][CH3:17].BrCBr.C([Mg]Cl)(C)(C)C.C([O:30][CH2:31][CH3:32])C. (8) Given the product [CH3:13][O:14][C:15]1[CH:20]=[C:19]([C:21]([F:22])([F:23])[F:24])[CH:18]=[CH:17][C:16]=1[C:3]1[C:12]2[CH2:11][CH2:10][NH:9][CH2:8][C:7]=2[N:6]=[CH:5][CH:4]=1, predict the reactants needed to synthesize it. The reactants are: Br.Br[C:3]1[C:12]2[CH2:11][CH2:10][NH:9][CH2:8][C:7]=2[N:6]=[CH:5][CH:4]=1.[CH3:13][O:14][C:15]1[CH:20]=[C:19]([C:21]([F:24])([F:23])[F:22])[CH:18]=[CH:17][C:16]=1B(O)O.C(=O)([O-])[O-].[Cs+].[Cs+].O1CCOCC1. (9) Given the product [CH:18]([Si:17]([CH:24]([CH3:26])[CH3:25])([CH:21]([CH3:23])[CH3:22])[C:2]1[O:1][CH:5]=[CH:4][N:3]=1)([CH3:20])[CH3:19], predict the reactants needed to synthesize it. The reactants are: [O:1]1[CH:5]=[CH:4][N:3]=[CH:2]1.C([Li])CCC.FC(F)(F)S(O[Si:17]([CH:24]([CH3:26])[CH3:25])([CH:21]([CH3:23])[CH3:22])[CH:18]([CH3:20])[CH3:19])(=O)=O.